Dataset: Catalyst prediction with 721,799 reactions and 888 catalyst types from USPTO. Task: Predict which catalyst facilitates the given reaction. (1) Reactant: [CH3:1][C:2]([CH3:33])([CH3:32])[C@@H:3]([NH:11][C:12]([C:14]1[C:22]2[C:17](=[N:18][CH:19]=[C:20](Br)[N:21]=2)[N:16]([CH2:24][O:25][CH2:26][CH2:27][Si:28]([CH3:31])([CH3:30])[CH3:29])[CH:15]=1)=[O:13])[C:4]([N:6]1[CH2:10][CH2:9][CH2:8][CH2:7]1)=[O:5].[CH2:34]([N:36]1[CH:40]=[C:39](B2OC(C)(C)C(C)(C)O2)[CH:38]=[N:37]1)[CH3:35].C([O-])([O-])=O.[K+].[K+]. Product: [CH3:1][C:2]([CH3:33])([CH3:32])[C@@H:3]([NH:11][C:12]([C:14]1[C:22]2[C:17](=[N:18][CH:19]=[C:20]([C:39]3[CH:38]=[N:37][N:36]([CH2:34][CH3:35])[CH:40]=3)[N:21]=2)[N:16]([CH2:24][O:25][CH2:26][CH2:27][Si:28]([CH3:31])([CH3:30])[CH3:29])[CH:15]=1)=[O:13])[C:4]([N:6]1[CH2:10][CH2:9][CH2:8][CH2:7]1)=[O:5]. The catalyst class is: 104. (2) Reactant: [CH2:1]([O:8][CH2:9][C:10]1[N:15]=[C:14]([NH2:16])[N:13]=[C:12]([NH2:17])[C:11]=1[C:18]1[CH:23]=[CH:22][C:21]([NH:24][CH2:25][C:26]2[CH:31]=[CH:30][C:29]([Cl:32])=[CH:28][CH:27]=2)=[CH:20][CH:19]=1)[C:2]1[CH:7]=[CH:6][CH:5]=[CH:4][CH:3]=1.[CH2:33]([N:36]=[C:37]=[O:38])[CH:34]=[CH2:35]. Product: [CH2:33]([NH:36][C:37](=[O:38])[N:24]([CH2:25][C:26]1[CH:27]=[CH:28][C:29]([Cl:32])=[CH:30][CH:31]=1)[C:21]1[CH:22]=[CH:23][C:18]([C:11]2[C:12]([NH2:17])=[N:13][C:14]([NH2:16])=[N:15][C:10]=2[CH2:9][O:8][CH2:1][C:2]2[CH:3]=[CH:4][CH:5]=[CH:6][CH:7]=2)=[CH:19][CH:20]=1)[CH:34]=[CH2:35]. The catalyst class is: 1. (3) Reactant: [CH2:1]([O:3][C:4]1[CH:9]=[CH:8][C:7]([C:10]2[CH:11]=[C:12]3[C:16](=[CH:17][CH:18]=2)[C:15](=[O:19])[O:14][CH2:13]3)=[C:6]([OH:20])[C:5]=1[O:21][CH3:22])[CH3:2].C(=O)([O-])[O-].[K+].[K+].Br[CH2:30][C:31]1([CH2:35][OH:36])[CH2:34][O:33][CH2:32]1. Product: [CH2:1]([O:3][C:4]1[CH:9]=[CH:8][C:7]([C:10]2[CH:11]=[C:12]3[C:16](=[CH:17][CH:18]=2)[C:15](=[O:19])[O:14][CH2:13]3)=[C:6]([O:20][CH2:30][C:31]2([CH2:35][OH:36])[CH2:34][O:33][CH2:32]2)[C:5]=1[O:21][CH3:22])[CH3:2]. The catalyst class is: 10. (4) Reactant: [F:1][C:2]1[CH:3]=[C:4]([C:8](=[O:10])[CH3:9])[CH:5]=[CH:6][CH:7]=1.[Br:11]Br. Product: [Br:11][CH2:9][C:8]([C:4]1[CH:5]=[CH:6][CH:7]=[C:2]([F:1])[CH:3]=1)=[O:10]. The catalyst class is: 12. (5) Reactant: [CH2:1]([O:3][C:4]1[C:5]([O:19][CH2:20][C:21]2[CH:26]=[CH:25][C:24]([O:27][CH3:28])=[CH:23][CH:22]=2)=[N:6][CH:7]=[C:8](B2OC(C)(C)C(C)(C)O2)[CH:9]=1)[CH3:2].Br[C:30]1[CH:35]=[CH:34][C:33]([CH2:36][C:37]([NH2:39])=[O:38])=[C:32]([F:40])[CH:31]=1.C([O-])([O-])=O.[Cs+].[Cs+]. Product: [CH2:1]([O:3][C:4]1[CH:9]=[C:8]([C:30]2[CH:35]=[CH:34][C:33]([CH2:36][C:37]([NH2:39])=[O:38])=[C:32]([F:40])[CH:31]=2)[CH:7]=[N:6][C:5]=1[O:19][CH2:20][C:21]1[CH:22]=[CH:23][C:24]([O:27][CH3:28])=[CH:25][CH:26]=1)[CH3:2]. The catalyst class is: 117. (6) Reactant: [CH3:1][O:2][C:3](=[O:28])[CH2:4][CH2:5][C@H:6]([C@@H:8]1[C@:25]2([CH3:26])[C@H:11]([C@H:12]3[C@H:22]([CH2:23][CH2:24]2)[C@:20]2([CH3:21])[C:15]([CH2:16][C@@H:17]([OH:27])[CH2:18][CH2:19]2)=[CH:14][CH2:13]3)[CH2:10][CH2:9]1)[CH3:7].CC(C)([O-])C.CC(C)([O-])C.CC(C)([O-])C.[Al+3].C(C(C)=O)(C)C.C(OCC)(=O)C.CCCCCC. Product: [CH3:1][O:2][C:3](=[O:28])[CH2:4][CH2:5][C@H:6]([C@@H:8]1[C@:25]2([CH3:26])[C@H:11]([C@H:12]3[C@H:22]([CH2:23][CH2:24]2)[C@:20]2([CH3:21])[C:15](=[CH:16][C:17](=[O:27])[CH2:18][CH2:19]2)[CH2:14][CH2:13]3)[CH2:10][CH2:9]1)[CH3:7]. The catalyst class is: 11. (7) Reactant: C([Si](C)(C)[O:6][C:7]1[CH:8]=[C:9]([CH:23]=[CH:24][C:25]=1[O:26][CH3:27])[C:10]([C:12]1[CH:13]=[CH:14][C:15]([Cl:22])=[C:16]([S:18]([NH2:21])(=[O:20])=[O:19])[CH:17]=1)=[O:11])(C)(C)C.[F-].C([N+](CCCC)(CCCC)CCCC)CCC. Product: [Cl:22][C:15]1[CH:14]=[CH:13][C:12]([C:10](=[O:11])[C:9]2[CH:23]=[CH:24][C:25]([O:26][CH3:27])=[C:7]([OH:6])[CH:8]=2)=[CH:17][C:16]=1[S:18]([NH2:21])(=[O:20])=[O:19]. The catalyst class is: 7.